Dataset: HIV replication inhibition screening data with 41,000+ compounds from the AIDS Antiviral Screen. Task: Binary Classification. Given a drug SMILES string, predict its activity (active/inactive) in a high-throughput screening assay against a specified biological target. (1) The compound is O=C1CC2(CC3CCCCCCCCCC(C3)C2)N1. The result is 0 (inactive). (2) The compound is O=C(C=Cc1ccc2c(c1)OCO2)c1ccccc1. The result is 0 (inactive). (3) The compound is NN=C(c1ccccc1)c1cccc([N+](=O)[O-])c1. The result is 0 (inactive). (4) The molecule is COC(=O)C1CC(F)(F)C1n1cnc2c(N)ncnc21. The result is 0 (inactive). (5) The compound is C=CCOc1ccc(C(N=Nc2ccc(Cl)cc2)=NNC(=O)c2ccccc2)cc1OC. The result is 0 (inactive). (6) The result is 0 (inactive). The compound is S=C(NN=C(c1ccccc1)c1ccccn1)N(Cc1ccccn1)Cc1ccccn1. (7) The molecule is O=C(O)c1cc(Sc2ccc([N+](=O)[O-])c(C(=O)O)c2)ccc1[N+](=O)[O-]. The result is 0 (inactive). (8) The molecule is COc1cc(C=Cc2ccc(OC)c(OC)c2)cc(OC2OC(CO)C(O)C(O)C2O)c1. The result is 0 (inactive). (9) The drug is O=C(Nc1ccc(NC(=O)c2ccc(C3=NCCN3)cc2)cc1)Nc1ccc(C2=NCCN2)cc1. The result is 0 (inactive).